From a dataset of Full USPTO retrosynthesis dataset with 1.9M reactions from patents (1976-2016). Predict the reactants needed to synthesize the given product. (1) Given the product [C:1]([O:5][C:6]([N:8]1[CH2:13][CH2:12][CH:11]([NH:14][C:15]2[O:16][C:17]3[CH:23]=[CH:22][C:21]([O:24][S:35]([CH3:34])(=[O:37])=[O:36])=[CH:20][C:18]=3[N:19]=2)[CH2:10][CH2:9]1)=[O:7])([CH3:4])([CH3:2])[CH3:3], predict the reactants needed to synthesize it. The reactants are: [C:1]([O:5][C:6]([N:8]1[CH2:13][CH2:12][CH:11]([NH:14][C:15]2[O:16][C:17]3[CH:23]=[CH:22][C:21]([OH:24])=[CH:20][C:18]=3[N:19]=2)[CH2:10][CH2:9]1)=[O:7])([CH3:4])([CH3:3])[CH3:2].C(N(C(C)C)C(C)C)C.[CH3:34][S:35](Cl)(=[O:37])=[O:36].Cl. (2) Given the product [O:13]=[C:14]([OH:26])[C@@H:15]([C@H:17]([C@H:19]([C@@H:21]([C:23]([OH:25])=[O:24])[OH:22])[OH:20])[OH:18])[OH:16].[Cl:1][C:2]1[CH:3]=[C:4]([O:8][CH2:9][CH2:10][CH2:11][NH2:12])[CH:5]=[N:6][CH:7]=1.[Cl:1][C:2]1[CH:3]=[C:4]([O:8][CH2:9][CH2:10][CH2:11][NH2:12])[CH:5]=[N:6][CH:7]=1, predict the reactants needed to synthesize it. The reactants are: [Cl:1][C:2]1[CH:3]=[C:4]([O:8][CH2:9][CH2:10][CH2:11][NH2:12])[CH:5]=[N:6][CH:7]=1.[O:13]=[C:14]([OH:26])[C@@H:15]([C@H:17]([C@H:19]([C@@H:21]([C:23]([OH:25])=[O:24])[OH:22])[OH:20])[OH:18])[OH:16].O. (3) Given the product [CH3:25][O:26][C:2]1[C:7]([C:8]2[CH:17]=[C:16]3[C:11]([CH:12]=[C:13]([NH2:18])[N:14]=[CH:15]3)=[CH:10][CH:9]=2)=[C:6]([CH3:19])[CH:5]=[CH:4][N:3]=1, predict the reactants needed to synthesize it. The reactants are: F[C:2]1[C:7]([C:8]2[CH:17]=[C:16]3[C:11]([CH:12]=[C:13]([NH2:18])[N:14]=[CH:15]3)=[CH:10][CH:9]=2)=[C:6]([CH3:19])[CH:5]=[CH:4][N:3]=1.CO.C[O-].[Na+].[C:25](=O)(O)[O-:26].[Na+]. (4) Given the product [Cl:1][C:2]1[CH:3]=[CH:4][C:5]([O:17][CH2:18][C:19]2[CH:24]=[CH:23][C:22]([Cl:25])=[CH:21][C:20]=2[F:26])=[C:6]([CH2:8][C:9]2[CH:10]=[CH:11][CH:12]=[C:13]([C:15]3[NH:29][N:28]=[N:27][N:16]=3)[N:14]=2)[CH:7]=1, predict the reactants needed to synthesize it. The reactants are: [Cl:1][C:2]1[CH:3]=[CH:4][C:5]([O:17][CH2:18][C:19]2[CH:24]=[CH:23][C:22]([Cl:25])=[CH:21][C:20]=2[F:26])=[C:6]([CH2:8][C:9]2[N:14]=[C:13]([C:15]#[N:16])[CH:12]=[CH:11][CH:10]=2)[CH:7]=1.[N-:27]=[N+:28]=[N-:29].[Na+].[Cl-].[NH4+].CN(C)C=O. (5) Given the product [CH3:48][C:28]1[CH:29]=[CH:30][C:31]([S:34]([O-:37])(=[O:36])=[O:35])=[CH:32][CH:33]=1.[C:1]([O:5][C:6]([N:8]1[C:16]2[CH:15]=[C:14]([C:17]3[CH:22]=[CH:21][C:20]([N+:50]([CH3:52])([CH3:51])[CH3:49])=[N:19][CH:18]=3)[CH:13]=[CH:12][C:11]=2[C:10]2[CH:24]=[N:25][CH:26]=[CH:27][C:9]1=2)=[O:7])([CH3:4])([CH3:3])[CH3:2], predict the reactants needed to synthesize it. The reactants are: [C:1]([O:5][C:6]([N:8]1[C:16]2[CH:15]=[C:14]([C:17]3[CH:18]=[N+:19]([O-])[CH:20]=[CH:21][CH:22]=3)[CH:13]=[CH:12][C:11]=2[C:10]2[CH:24]=[N:25][CH:26]=[CH:27][C:9]1=2)=[O:7])([CH3:4])([CH3:3])[CH3:2].[C:28]1([CH3:48])[CH:33]=[CH:32][C:31]([S:34]([O:37]S(C2C=CC(C)=CC=2)(=O)=O)(=[O:36])=[O:35])=[CH:30][CH:29]=1.[CH3:49][N:50]([CH3:52])[CH3:51].O1CCCC1.